This data is from Forward reaction prediction with 1.9M reactions from USPTO patents (1976-2016). The task is: Predict the product of the given reaction. (1) Given the reactants O[O:2][S:3]([O-:5])=O.[K+].[CH2:7]([O:9][C:10](=[O:26])/[C:11](/[C:19]1[S:20][C:21](SC)=[CH:22][CH:23]=1)=[CH:12]/[CH2:13][CH:14]1[CH2:18][CH2:17][CH2:16][CH2:15]1)[CH3:8].[CH3:27]O, predict the reaction product. The product is: [CH2:7]([O:9][C:10](=[O:26])/[C:11](/[C:19]1[S:20][C:21]([S:3]([CH3:27])(=[O:5])=[O:2])=[CH:22][CH:23]=1)=[CH:12]/[CH2:13][CH:14]1[CH2:18][CH2:17][CH2:16][CH2:15]1)[CH3:8]. (2) Given the reactants C(OC([N:11]1[CH2:15][CH:14]([C:16](=[O:24])[NH:17][C:18]2[CH:23]=[CH:22][CH:21]=[CH:20][CH:19]=2)[CH:13]2[N:25]([C:28](=[O:50])[CH:29]([NH:36][C:37](=[O:49])[CH:38]([N:40]([C:42]([O:44][C:45]([CH3:48])([CH3:47])[CH3:46])=[O:43])[CH3:41])[CH3:39])[CH:30]3[CH2:35][CH2:34][CH2:33][CH2:32][CH2:31]3)[CH2:26][CH2:27][CH:12]12)=O)C1C=CC=CC=1, predict the reaction product. The product is: [C:45]([O:44][C:42](=[O:43])[N:40]([CH:38]([C:37](=[O:49])[NH:36][CH:29]([CH:30]1[CH2:31][CH2:32][CH2:33][CH2:34][CH2:35]1)[C:28](=[O:50])[N:25]1[CH2:26][CH2:27][CH:12]2[NH:11][CH2:15][CH:14]([C:16](=[O:24])[NH:17][C:18]3[CH:23]=[CH:22][CH:21]=[CH:20][CH:19]=3)[CH:13]12)[CH3:39])[CH3:41])([CH3:46])([CH3:47])[CH3:48]. (3) The product is: [CH3:1][O:2][C:3](=[O:20])[CH:4]([CH2:9][C:10]1[CH:11]=[C:12]2[C:16](=[C:17]([CH3:19])[CH:18]=1)[NH:15][N:14]=[CH:13]2)[CH2:5][C:6]([OH:8])=[O:7]. Given the reactants [CH3:1][O:2][C:3](=[O:20])[C:4](=[CH:9][C:10]1[CH:11]=[C:12]2[C:16](=[C:17]([CH3:19])[CH:18]=1)[NH:15][N:14]=[CH:13]2)[CH2:5][C:6]([OH:8])=[O:7], predict the reaction product. (4) Given the reactants N(C(OCC)=O)=NC(OCC)=O.[F:13][C:14]1[C:22]([O:23][C:24]2[C:33]3[C:28](=[CH:29][C:30]([O:35][CH3:36])=[C:31]([OH:34])[CH:32]=3)[N:27]=[CH:26][N:25]=2)=[CH:21][CH:20]=[C:19]2[C:15]=1[CH:16]=[CH:17][NH:18]2.C1(P(C2C=CC=CC=2)C2C=CC=CC=2)C=CC=CC=1.[C:56]([N:59]1[CH2:64][CH2:63][N:62]([CH2:65][CH2:66][CH2:67]O)[CH2:61][CH2:60]1)(=[O:58])[CH3:57], predict the reaction product. The product is: [C:56]([N:59]1[CH2:64][CH2:63][N:62]([CH2:65][CH2:66][CH2:67][O:34][C:31]2[CH:32]=[C:33]3[C:28](=[CH:29][C:30]=2[O:35][CH3:36])[N:27]=[CH:26][N:25]=[C:24]3[O:23][C:22]2[C:14]([F:13])=[C:15]3[C:19](=[CH:20][CH:21]=2)[NH:18][CH:17]=[CH:16]3)[CH2:61][CH2:60]1)(=[O:58])[CH3:57]. (5) Given the reactants [CH2:1]([O:8][C:9]([N:11]1[CH2:16][CH2:15][CH:14]([NH:17][CH3:18])[CH2:13][CH2:12]1)=[O:10])[C:2]1[CH:7]=[CH:6][CH:5]=[CH:4][CH:3]=1.[C:19](O[C:19]([O:21][C:22]([CH3:25])([CH3:24])[CH3:23])=[O:20])([O:21][C:22]([CH3:25])([CH3:24])[CH3:23])=[O:20].CCN(CC)CC, predict the reaction product. The product is: [CH2:1]([O:8][C:9]([N:11]1[CH2:16][CH2:15][CH:14]([N:17]([C:19]([O:21][C:22]([CH3:25])([CH3:24])[CH3:23])=[O:20])[CH3:18])[CH2:13][CH2:12]1)=[O:10])[C:2]1[CH:7]=[CH:6][CH:5]=[CH:4][CH:3]=1. (6) Given the reactants [NH2:1][C:2]1[C:7]([C:8]([OH:10])=O)=[CH:6][C:5]([Br:11])=[CH:4][N:3]=1.[O:12]1[C:20]2[C:15](=[N:16][CH:17]=[CH:18][C:19]=2[NH2:21])[CH:14]=[CH:13]1.NC1N=CC(C2SC(CN3CCCCC3)=CC=2)=CC=1C(NC1C=CN=CC=1)=O, predict the reaction product. The product is: [NH2:1][C:2]1[C:7]([C:8]([NH:21][C:19]2[CH:18]=[CH:17][N:16]=[C:15]3[CH:14]=[CH:13][O:12][C:20]=23)=[O:10])=[CH:6][C:5]([Br:11])=[CH:4][N:3]=1.